From a dataset of Full USPTO retrosynthesis dataset with 1.9M reactions from patents (1976-2016). Predict the reactants needed to synthesize the given product. (1) Given the product [N:1]1[N:5]2[C:6]3[C:11]([CH:12]=[CH:13][C:4]2=[N:3][C:2]=1[NH:14][C:16](=[O:23])[C:17]1[CH:22]=[CH:21][CH:20]=[N:19][CH:18]=1)=[CH:10][CH:9]=[CH:8][CH:7]=3, predict the reactants needed to synthesize it. The reactants are: [N:1]1[N:5]2[C:6]3[C:11]([CH:12]=[CH:13][C:4]2=[N:3][C:2]=1[NH2:14])=[CH:10][CH:9]=[CH:8][CH:7]=3.Cl.[C:16](Cl)(=[O:23])[C:17]1[CH:22]=[CH:21][CH:20]=[N:19][CH:18]=1. (2) The reactants are: [Br:1][C:2]1[CH:3]=[CH:4][C:5]([O:11][CH2:12][C:13]2[CH:18]=[CH:17][CH:16]=[CH:15][CH:14]=2)=[C:6]([CH:10]=1)[C:7]([OH:9])=O.C1N=C[N:21]([C:24]([N:26]2C=[N:29][CH:28]=[CH:27]2)=O)[CH:20]=1.N1C=C(N)C=NC=1. Given the product [Br:1][C:2]1[CH:3]=[CH:4][C:5]([O:11][CH2:12][C:13]2[CH:18]=[CH:17][CH:16]=[CH:15][CH:14]=2)=[C:6]([CH:10]=1)[C:7]([NH:29][C:28]1[CH:20]=[N:21][CH:24]=[N:26][CH:27]=1)=[O:9], predict the reactants needed to synthesize it. (3) Given the product [Br:1][C:2]1[CH:7]=[CH:6][C:5]([S:8][C:11]2[CH:12]=[CH:13][CH:14]=[CH:15][C:10]=2[Cl:9])=[CH:4][CH:3]=1, predict the reactants needed to synthesize it. The reactants are: [Br:1][C:2]1[CH:7]=[CH:6][C:5]([SH:8])=[CH:4][CH:3]=1.[Cl:9][C:10]1[CH:15]=[CH:14][CH:13]=[CH:12][C:11]=1I.CC(CCC)C(=O)C(=O)C(C)(C)C.C(=O)([O-])[O-].[Cs+].[Cs+]. (4) Given the product [CH3:45][O:46][C:47]([C:49]1[N:50]=[CH:51][N:52]([CH:16]2[CH2:17][CH2:18][C:19]3[C:24](=[CH:23][CH:22]=[CH:21][CH:20]=3)[CH2:15]2)[CH:53]=1)=[O:48], predict the reactants needed to synthesize it. The reactants are: CC(OC(/N=N/C(OC(C)C)=O)=O)C.[CH2:15]1[C:24]2[C:19](=[CH:20][CH:21]=[CH:22][CH:23]=2)[CH2:18][CH2:17][CH:16]1O.C1C=CC(P(C2C=CC=CC=2)C2C=CC=CC=2)=CC=1.[CH3:45][O:46][C:47]([C:49]1[NH:50][CH:51]=[N:52][CH:53]=1)=[O:48]. (5) The reactants are: COC1[CH:8]=[CH:7][C:6]([C@@H:9]([N:11]([CH2:22][C:23]2[N:24]=[C:25]3[CH:30]=[CH:29][CH:28]=[C:27]([N:31]4[CH2:36][CH2:35][N:34]([CH3:37])[CH2:33][CH2:32]4)[N:26]3[CH:38]=2)[C@@H:12]2[C:21]3[N:20]=[CH:19][CH:18]=[CH:17][C:16]=3[CH2:15][CH2:14][CH2:13]2)C)=[CH:5][CH:4]=1.[N:39]1C=CC(C=O)=CC=1. Given the product [CH3:37][N:34]1[CH2:33][CH2:32][N:31]([C:27]2[N:26]3[CH:38]=[C:23]([CH2:22][N:11]([CH2:9][C:6]4[CH:5]=[CH:4][N:39]=[CH:8][CH:7]=4)[C@@H:12]4[C:21]5[N:20]=[CH:19][CH:18]=[CH:17][C:16]=5[CH2:15][CH2:14][CH2:13]4)[N:24]=[C:25]3[CH:30]=[CH:29][CH:28]=2)[CH2:36][CH2:35]1, predict the reactants needed to synthesize it.